Dataset: Reaction yield outcomes from USPTO patents with 853,638 reactions. Task: Predict the reaction yield, written as a fraction of the theoretical maximum amount of product (1.0 means a 100% yield; for example, 0.34 means a 34% yield). (1) The product is [CH:1]1([N:6]2[C:15]3[N:14]=[C:13]([C:16]4[CH:21]=[CH:20][N:19]=[C:18]([OH:28])[CH:17]=4)[N:12]=[CH:11][C:10]=3[N:9]([CH3:23])[C:8](=[O:24])[C@H:7]2[CH2:25][CH3:26])[CH2:5][CH2:4][CH2:3][CH2:2]1. The catalyst is C(O)=O. The yield is 0.800. The reactants are [CH:1]1([N:6]2[C:15]3[N:14]=[C:13]([C:16]4[CH:21]=[CH:20][N:19]=[C:18](F)[CH:17]=4)[N:12]=[CH:11][C:10]=3[N:9]([CH3:23])[C:8](=[O:24])[C@H:7]2[CH2:25][CH3:26])[CH2:5][CH2:4][CH2:3][CH2:2]1.C([O-])(O)=[O:28].[Na+]. (2) The reactants are [NH2:1][CH2:2][CH2:3][O:4][CH2:5][CH2:6][O:7][CH2:8][CH2:9][NH:10][S:11]([C:14]1[CH:19]=[CH:18][CH:17]=[C:16]([CH:20]2[C:29]3[C:24](=[C:25]([Cl:31])[CH:26]=[C:27]([Cl:30])[CH:28]=3)[CH2:23][N:22]([CH3:32])[CH2:21]2)[CH:15]=1)(=[O:13])=[O:12].[CH2:33]([N:35]([CH2:38][CH3:39])[CH2:36][CH3:37])C.[O:40]([CH2:52][C:53]([O:55]N1C(=O)CCC1=O)=O)[CH2:41][C:42]([O:44]N1C(=O)CCC1=O)=O. The catalyst is CN(C=O)C. The product is [O:40]([CH2:41][C:42]([NH:1][CH2:2][CH2:3][O:4][CH2:5][CH2:6][O:7][CH2:8][CH2:9][NH:10][S:11]([C:14]1[CH:19]=[CH:18][CH:17]=[C:16]([CH:37]2[C:29]3[C:39](=[C:25]([Cl:31])[CH:26]=[C:27]([Cl:30])[CH:28]=3)[CH2:38][N:35]([CH3:33])[CH2:36]2)[CH:15]=1)(=[O:13])=[O:12])=[O:44])[CH2:52][C:53]([NH:1][CH2:2][CH2:3][O:4][CH2:5][CH2:6][O:7][CH2:8][CH2:9][NH:10][S:11]([C:14]1[CH:19]=[CH:18][CH:17]=[C:16]([CH:20]2[C:29]3[C:24](=[C:25]([Cl:31])[CH:26]=[C:27]([Cl:30])[CH:28]=3)[CH2:23][N:22]([CH3:32])[CH2:21]2)[CH:15]=1)(=[O:13])=[O:12])=[O:55]. The yield is 0.270. (3) The reactants are Cl[C:2]1[O:3][C:4]([C:13]2[CH:18]=[CH:17][C:16]([S:19]([NH2:22])(=[O:21])=[O:20])=[CH:15][CH:14]=2)=[C:5]([C:7]2[CH:12]=[CH:11][CH:10]=[CH:9][CH:8]=2)[N:6]=1.CN(C=O)C.C(=O)([O-])[O-].[K+].[K+].[F:34][C:35]1[CH:36]=[C:37]([C:42]2([O:48][CH3:49])[CH2:47][CH2:46][O:45][CH2:44][CH2:43]2)[CH:38]=[C:39]([OH:41])[CH:40]=1. The catalyst is C(OCC)(=O)C. The product is [F:34][C:35]1[CH:40]=[C:39]([CH:38]=[C:37]([C:42]2([O:48][CH3:49])[CH2:43][CH2:44][O:45][CH2:46][CH2:47]2)[CH:36]=1)[O:41][C:2]1[O:3][C:4]([C:13]2[CH:18]=[CH:17][C:16]([S:19]([NH2:22])(=[O:21])=[O:20])=[CH:15][CH:14]=2)=[C:5]([C:7]2[CH:12]=[CH:11][CH:10]=[CH:9][CH:8]=2)[N:6]=1. The yield is 0.350. (4) The reactants are [F:1][C:2]1[CH:10]=[C:9]2[C:5]([C:6]([C:20]3[CH:21]=[N:22][N:23]([CH2:25][CH:26]4[CH2:31][CH2:30][NH:29][CH2:28][CH2:27]4)[CH:24]=3)=[CH:7][N:8]2[S:11]([C:14]2[CH:19]=[CH:18][CH:17]=[CH:16][CH:15]=2)(=[O:13])=[O:12])=[CH:4][CH:3]=1.CCN(CC)CC.FC(F)(F)S(O[CH2:45][C:46]([F:49])([F:48])[F:47])(=O)=O. The catalyst is C1(C)C=CC=CC=1. The product is [F:1][C:2]1[CH:10]=[C:9]2[C:5]([C:6]([C:20]3[CH:21]=[N:22][N:23]([CH2:25][CH:26]4[CH2:31][CH2:30][N:29]([CH2:45][C:46]([F:49])([F:48])[F:47])[CH2:28][CH2:27]4)[CH:24]=3)=[CH:7][N:8]2[S:11]([C:14]2[CH:15]=[CH:16][CH:17]=[CH:18][CH:19]=2)(=[O:12])=[O:13])=[CH:4][CH:3]=1. The yield is 0.840. (5) The reactants are [F:1][C:2]([F:7])([F:6])[C:3]([OH:5])=[O:4].[F:8][C:9]([F:14])([F:13])[C:10]([OH:12])=[O:11].C(O[C:20]([N:22]1[CH2:27][CH2:26][N:25]([CH2:28][C:29]([NH:31][C:32]2[CH:33]=[CH:34][C:35]3[NH:36][C:37]4[N:53]=[C:41]([NH:42][C:43]5[CH:44]=[CH:45][CH:46]=[C:47]([CH:52]=5)[CH2:48][CH2:49][C:50]=2[CH:51]=3)[N:40]=[CH:39][C:38]=4[Cl:54])=[O:30])[CH2:24][CH2:23]1)=[O:21])(C)(C)C.[CH3:55][C:56]1[O:60][N:59]=[C:58](C(Cl)=O)[CH:57]=1. No catalyst specified. The product is [F:1][C:2]([F:7])([F:6])[C:3]([OH:5])=[O:4].[F:8][C:9]([F:14])([F:13])[C:10]([OH:12])=[O:11].[Cl:54][C:38]1[CH:39]=[N:40][C:41]2[NH:42][C:43]3[CH:44]=[CH:45][CH:46]=[C:47]([CH:52]=3)[CH2:48][CH2:49][C:50]3[CH:51]=[C:35]([NH:36][C:37]=1[N:53]=2)[CH:34]=[CH:33][C:32]=3[NH:31][C:29](=[O:30])[CH2:28][N:25]1[CH2:26][CH2:27][N:22]([C:20]([C:58]2[CH:57]=[C:56]([CH3:55])[O:60][N:59]=2)=[O:21])[CH2:23][CH2:24]1. The yield is 0.560. (6) The reactants are CC1(C)C(C)(C)OB([C:9]2[CH:10]=[C:11]([OH:15])[CH:12]=[CH:13][CH:14]=2)O1.Cl[C:18]1[N:23]=[C:22]([NH:24][C:25]([C:27]2([C:30]3[CH:40]=[CH:39][C:33]4[O:34][C:35]([F:38])([F:37])[O:36][C:32]=4[CH:31]=3)[CH2:29][CH2:28]2)=[O:26])[CH:21]=[CH:20][C:19]=1[CH3:41]. The catalyst is COCCOC.C([O-])([O-])=O.[Na+].[Na+].C1C=CC([P]([Pd]([P](C2C=CC=CC=2)(C2C=CC=CC=2)C2C=CC=CC=2)([P](C2C=CC=CC=2)(C2C=CC=CC=2)C2C=CC=CC=2)[P](C2C=CC=CC=2)(C2C=CC=CC=2)C2C=CC=CC=2)(C2C=CC=CC=2)C2C=CC=CC=2)=CC=1. The product is [F:38][C:35]1([F:37])[O:34][C:33]2[CH:39]=[CH:40][C:30]([C:27]3([C:25]([NH:24][C:22]4[CH:21]=[CH:20][C:19]([CH3:41])=[C:18]([C:9]5[CH:14]=[CH:13][CH:12]=[C:11]([OH:15])[CH:10]=5)[N:23]=4)=[O:26])[CH2:29][CH2:28]3)=[CH:31][C:32]=2[O:36]1. The yield is 0.780. (7) The reactants are C([O:3][C:4](=[O:47])[CH2:5][CH2:6][CH2:7][O:8][C:9]1[CH:14]=[CH:13][CH:12]=[C:11]([CH2:15][CH2:16][CH2:17][CH2:18][CH2:19][CH2:20][O:21][C:22]2[CH:27]=[C:26]([C:28]3[CH:29]=[N:30][CH:31]=[CH:32][CH:33]=3)[CH:25]=[C:24]([C:34]3[CH:35]=[N:36][CH:37]=[CH:38][CH:39]=3)[CH:23]=2)[C:10]=1[CH2:40][CH2:41][C:42]([O:44]CC)=[O:43])C.[OH-].[Na+]. No catalyst specified. The product is [C:42]([CH2:41][CH2:40][C:10]1[C:11]([CH2:15][CH2:16][CH2:17][CH2:18][CH2:19][CH2:20][O:21][C:22]2[CH:27]=[C:26]([C:28]3[CH:29]=[N:30][CH:31]=[CH:32][CH:33]=3)[CH:25]=[C:24]([C:34]3[CH:35]=[N:36][CH:37]=[CH:38][CH:39]=3)[CH:23]=2)=[CH:12][CH:13]=[CH:14][C:9]=1[O:8][CH2:7][CH2:6][CH2:5][C:4]([OH:47])=[O:3])([OH:44])=[O:43]. The yield is 0.800.